This data is from Peptide-MHC class II binding affinity with 134,281 pairs from IEDB. The task is: Regression. Given a peptide amino acid sequence and an MHC pseudo amino acid sequence, predict their binding affinity value. This is MHC class II binding data. (1) The MHC is HLA-DQA10102-DQB10602 with pseudo-sequence HLA-DQA10102-DQB10602. The binding affinity (normalized) is 0.227. The peptide sequence is PGMAKIPAGELQIID. (2) The peptide sequence is KFDSQLAHRHMARELH. The MHC is DRB1_1501 with pseudo-sequence DRB1_1501. The binding affinity (normalized) is 0.358. (3) The peptide sequence is GNGVVALRNAQLVTF. The MHC is HLA-DPA10103-DPB10301 with pseudo-sequence HLA-DPA10103-DPB10301. The binding affinity (normalized) is 0.596. (4) The peptide sequence is VKPLYIITPTNVSHI. The MHC is HLA-DPA10103-DPB10401 with pseudo-sequence HLA-DPA10103-DPB10401. The binding affinity (normalized) is 0.179. (5) The binding affinity (normalized) is 0.367. The peptide sequence is QYIKANAKFIGITE. The MHC is H-2-IAk with pseudo-sequence H-2-IAk.